This data is from NCI-60 drug combinations with 297,098 pairs across 59 cell lines. The task is: Regression. Given two drug SMILES strings and cell line genomic features, predict the synergy score measuring deviation from expected non-interaction effect. (1) Drug 1: CC1=C(C=C(C=C1)NC2=NC=CC(=N2)N(C)C3=CC4=NN(C(=C4C=C3)C)C)S(=O)(=O)N.Cl. Drug 2: C1=CC(=CC=C1CC(C(=O)O)N)N(CCCl)CCCl.Cl. Cell line: A549. Synergy scores: CSS=26.4, Synergy_ZIP=-7.05, Synergy_Bliss=1.26, Synergy_Loewe=-9.51, Synergy_HSA=-0.530. (2) Drug 1: CN(C)C1=NC(=NC(=N1)N(C)C)N(C)C. Drug 2: N.N.Cl[Pt+2]Cl. Cell line: NCI-H322M. Synergy scores: CSS=-5.34, Synergy_ZIP=1.38, Synergy_Bliss=-1.68, Synergy_Loewe=-5.15, Synergy_HSA=-4.20. (3) Drug 1: C1=CC=C(C=C1)NC(=O)CCCCCCC(=O)NO. Drug 2: CC1C(C(CC(O1)OC2CC(CC3=C2C(=C4C(=C3O)C(=O)C5=C(C4=O)C(=CC=C5)OC)O)(C(=O)CO)O)N)O.Cl. Cell line: A498. Synergy scores: CSS=45.9, Synergy_ZIP=-2.97, Synergy_Bliss=-1.60, Synergy_Loewe=-0.583, Synergy_HSA=1.24. (4) Drug 1: C1CCC(C1)C(CC#N)N2C=C(C=N2)C3=C4C=CNC4=NC=N3. Drug 2: C(CCl)NC(=O)N(CCCl)N=O. Cell line: UO-31. Synergy scores: CSS=13.1, Synergy_ZIP=-3.05, Synergy_Bliss=-0.852, Synergy_Loewe=-8.25, Synergy_HSA=-0.354. (5) Drug 1: CCC1=CC2CC(C3=C(CN(C2)C1)C4=CC=CC=C4N3)(C5=C(C=C6C(=C5)C78CCN9C7C(C=CC9)(C(C(C8N6C)(C(=O)OC)O)OC(=O)C)CC)OC)C(=O)OC.C(C(C(=O)O)O)(C(=O)O)O. Drug 2: C1=NC(=NC(=O)N1C2C(C(C(O2)CO)O)O)N. Cell line: U251. Synergy scores: CSS=8.93, Synergy_ZIP=-0.183, Synergy_Bliss=0.0152, Synergy_Loewe=-7.41, Synergy_HSA=0.496. (6) Cell line: 786-0. Drug 1: COC1=NC(=NC2=C1N=CN2C3C(C(C(O3)CO)O)O)N. Synergy scores: CSS=-0.215, Synergy_ZIP=0.303, Synergy_Bliss=-0.0793, Synergy_Loewe=-2.96, Synergy_HSA=-1.92. Drug 2: CS(=O)(=O)OCCCCOS(=O)(=O)C. (7) Drug 1: CC1=CC2C(CCC3(C2CCC3(C(=O)C)OC(=O)C)C)C4(C1=CC(=O)CC4)C. Drug 2: N.N.Cl[Pt+2]Cl. Cell line: NCIH23. Synergy scores: CSS=0.0640, Synergy_ZIP=2.24, Synergy_Bliss=3.94, Synergy_Loewe=-0.0560, Synergy_HSA=1.29. (8) Synergy scores: CSS=12.0, Synergy_ZIP=-4.23, Synergy_Bliss=-5.62, Synergy_Loewe=-4.89, Synergy_HSA=-4.66. Drug 1: C1=C(C(=O)NC(=O)N1)N(CCCl)CCCl. Drug 2: CC1CCCC2(C(O2)CC(NC(=O)CC(C(C(=O)C(C1O)C)(C)C)O)C(=CC3=CSC(=N3)C)C)C. Cell line: RXF 393. (9) Drug 1: CC1=C(C(=CC=C1)Cl)NC(=O)C2=CN=C(S2)NC3=CC(=NC(=N3)C)N4CCN(CC4)CCO. Drug 2: N.N.Cl[Pt+2]Cl. Cell line: UACC62. Synergy scores: CSS=54.9, Synergy_ZIP=-2.84, Synergy_Bliss=-2.70, Synergy_Loewe=0.223, Synergy_HSA=-0.0990. (10) Drug 1: C1=CC(=CC=C1CCC2=CNC3=C2C(=O)NC(=N3)N)C(=O)NC(CCC(=O)O)C(=O)O. Drug 2: CNC(=O)C1=NC=CC(=C1)OC2=CC=C(C=C2)NC(=O)NC3=CC(=C(C=C3)Cl)C(F)(F)F. Cell line: NCIH23. Synergy scores: CSS=24.6, Synergy_ZIP=0.800, Synergy_Bliss=2.45, Synergy_Loewe=-0.584, Synergy_HSA=2.63.